This data is from Full USPTO retrosynthesis dataset with 1.9M reactions from patents (1976-2016). The task is: Predict the reactants needed to synthesize the given product. Given the product [Br:7][C:8]1[CH:14]=[CH:13][C:11]([NH:12][C:4](=[O:5])[CH2:3][C:2](=[O:6])[CH3:1])=[C:10]([N+:15]([O-:17])=[O:16])[CH:9]=1, predict the reactants needed to synthesize it. The reactants are: [CH2:1]=[C:2]1[O:6][C:4](=[O:5])[CH2:3]1.[Br:7][C:8]1[CH:14]=[CH:13][C:11]([NH2:12])=[C:10]([N+:15]([O-:17])=[O:16])[CH:9]=1.C(N(CC)CC)C.